Dataset: Reaction yield outcomes from USPTO patents with 853,638 reactions. Task: Predict the reaction yield, written as a fraction of the theoretical maximum amount of product (1.0 means a 100% yield; for example, 0.34 means a 34% yield). (1) The reactants are I[CH3:2].[Cl:3][C:4]1[CH:9]=[CH:8][C:7]([C:10]2[CH:11]=[N:12][C:13]([C:16]3[CH:21]=[CH:20][N:19]=[CH:18][CH:17]=3)=[N:14][CH:15]=2)=[CH:6][CH:5]=1. The product is [Cl:3][C:4]1[CH:5]=[CH:6][C:7]([C:10]2[CH:11]=[N:12][C:13]([C:16]3[CH2:21][CH2:20][N:19]([CH3:2])[CH2:18][CH:17]=3)=[N:14][CH:15]=2)=[CH:8][CH:9]=1. The yield is 0.940. The catalyst is C(Cl)(Cl)Cl.CO. (2) No catalyst specified. The yield is 0.570. The product is [CH3:35][C:34]1[CH:22]=[CH:23][C:19]([S:16]([NH:6][C@H:32]([C:30]([NH:12][CH2:11][CH2:10][CH2:9][CH2:8][C@H:7]([N:6]([S:16]([C:19]2[S:20][CH:21]=[CH:22][CH:23]=2)(=[O:18])=[O:17])[CH2:2][CH:3]([CH3:5])[CH3:4])[C:13]([OH:15])=[O:14])=[O:31])[CH2:37][C:33]2[CH:4]=[CH:3][CH:2]=[CH:35][CH:34]=2)(=[O:26])=[O:24])=[CH:37][CH:33]=1. The reactants are Cl.[CH2:2]([N:6]([S:16]([C:19]1[S:20][CH:21]=[CH:22][CH:23]=1)(=[O:18])=[O:17])[C@H:7]([C:13]([OH:15])=[O:14])[CH2:8][CH2:9][CH2:10][CH2:11][NH2:12])[CH:3]([CH3:5])[CH3:4].[OH-:24].[Na+].[OH2:26].CCO[C:30]([CH3:32])=[O:31].[CH2:33]1[CH2:37]O[CH2:35][CH2:34]1. (3) The product is [F:45][C:39]1[CH:40]=[CH:41][CH:42]=[C:43]([F:44])[C:38]=1[C:36]1[S:37][C:33]([NH:32][C:30](=[O:31])[O:29][C:25]([CH3:27])([CH3:26])[CH3:28])=[C:34]([C:46](=[O:47])[NH:22][C:6]2[CH:5]=[N:4][N:3]([CH2:1][CH3:2])[C:7]=2[N:8]2[CH2:14][CH2:13][CH2:12][C@H:11]([NH:15][C:16](=[O:21])[C:17]([F:20])([F:19])[F:18])[CH2:10][CH2:9]2)[N:35]=1. The yield is 0.660. The reactants are [CH2:1]([N:3]1[C:7]([N:8]2[CH2:14][CH2:13][CH2:12][C@H:11]([NH:15][C:16](=[O:21])[C:17]([F:20])([F:19])[F:18])[CH2:10][CH2:9]2)=[C:6]([N+:22]([O-])=O)[CH:5]=[N:4]1)[CH3:2].[C:25]([O:29][C:30]([NH:32][C:33]1[S:37][C:36]([C:38]2[C:43]([F:44])=[CH:42][CH:41]=[CH:40][C:39]=2[F:45])=[N:35][C:34]=1[C:46](O)=[O:47])=[O:31])([CH3:28])([CH3:27])[CH3:26]. No catalyst specified.